Task: Predict the reactants needed to synthesize the given product.. Dataset: Full USPTO retrosynthesis dataset with 1.9M reactions from patents (1976-2016) (1) Given the product [F:17][CH:15]([F:16])[C@H:13]1[N:12]2[N:19]=[CH:20][C:21]([C:22]([O:24][CH2:25][CH3:26])=[O:23])=[C:11]2[NH:10][C@@H:9]([C:6]2[CH:5]=[CH:4][C:3]([CH2:1][CH3:2])=[CH:8][CH:7]=2)[CH2:14]1, predict the reactants needed to synthesize it. The reactants are: [CH2:1]([C:3]1[CH:8]=[CH:7][C:6]([C@H:9]2[CH2:14][C@@H:13]([C:15](F)([F:17])[F:16])[N:12]3[N:19]=[CH:20][C:21]([C:22]([O:24][CH2:25][CH3:26])=[O:23])=[C:11]3[NH:10]2)=[CH:5][CH:4]=1)[CH3:2].FC(F)C1N2N=CC(C(OCC)=O)=C2N=C(C2C=CC(CC)=CC=2)C=1.[BH4-].[Na+]. (2) Given the product [CH2:29]([C:31]1[N:32]([C:2]2[N:10]=[C:9]3[C:5]([N:6]=[C:7]([CH2:12][N:13]4[CH2:18][CH2:17][NH:16][C:15](=[O:19])[CH:14]4[CH:20]([CH3:21])[CH3:22])[N:8]3[CH3:11])=[C:4]([N:23]3[CH2:24][CH2:25][O:26][CH2:27][CH2:28]3)[N:3]=2)[C:33]2[CH:39]=[CH:38][CH:37]=[CH:36][C:34]=2[N:35]=1)[CH3:30], predict the reactants needed to synthesize it. The reactants are: Cl[C:2]1[N:10]=[C:9]2[C:5]([N:6]=[C:7]([CH2:12][N:13]3[CH2:18][CH2:17][NH:16][C:15](=[O:19])[CH:14]3[CH:20]([CH3:22])[CH3:21])[N:8]2[CH3:11])=[C:4]([N:23]2[CH2:28][CH2:27][O:26][CH2:25][CH2:24]2)[N:3]=1.[CH2:29]([C:31]1[NH:32][C:33]2[CH:39]=[CH:38][CH:37]=[CH:36][C:34]=2[N:35]=1)[CH3:30].CC(C1C=C(C(C)C)C(C2C=CC=CC=2P(C2CCCCC2)C2CCCCC2)=C(C(C)C)C=1)C.C([O-])([O-])=O.[Cs+].[Cs+]. (3) Given the product [NH2:8][C:9]1[N:14]=[C:13]([CH3:15])[N:12]=[C:11]([C:16]2[CH:23]=[C:20]([CH2:21][N:49]3[CH2:48][C:51]4([C:55](=[O:56])[NH:54][C:53](=[O:57])[NH:52]4)[CH2:50]3)[CH:19]=[N:18][C:17]=2[NH:24][C:25]2[CH:26]=[N:27][C:28]([O:31][CH3:32])=[CH:29][CH:30]=2)[N:10]=1, predict the reactants needed to synthesize it. The reactants are: COC1C=CC(C[N:8](CC2C=CC(OC)=CC=2)[C:9]2[N:14]=[C:13]([CH3:15])[N:12]=[C:11]([C:16]3[C:17]([NH:24][C:25]4[CH:26]=[N:27][C:28]([O:31][CH3:32])=[CH:29][CH:30]=4)=[N:18][CH:19]=[C:20]([CH:23]=3)[CH:21]=O)[N:10]=2)=CC=1.C(O)(=O)C.[CH2:48]1[C:51]2([C:55](=[O:56])[NH:54][C:53](=[O:57])[NH:52]2)[CH2:50][NH:49]1. (4) The reactants are: Br[C:2]1[CH:3]=[C:4]([C:8]2[N:12]=[C:11]([CH2:13][CH2:14][CH3:15])[N:10]([CH2:16][O:17][CH2:18][CH2:19][Si:20]([CH3:23])([CH3:22])[CH3:21])[N:9]=2)[CH:5]=[CH:6][CH:7]=1.CC1SC(C2C=CC=C([B:36]3[O:40][C:39]([CH3:42])([CH3:41])[C:38]([CH3:44])([CH3:43])[O:37]3)C=2)=NC=1. Given the product [CH2:13]([C:11]1[N:10]([CH2:16][O:17][CH2:18][CH2:19][Si:20]([CH3:23])([CH3:22])[CH3:21])[N:9]=[C:8]([C:4]2[CH:5]=[CH:6][CH:7]=[C:2]([B:36]3[O:40][C:39]([CH3:42])([CH3:41])[C:38]([CH3:44])([CH3:43])[O:37]3)[CH:3]=2)[N:12]=1)[CH2:14][CH3:15], predict the reactants needed to synthesize it.